From a dataset of Full USPTO retrosynthesis dataset with 1.9M reactions from patents (1976-2016). Predict the reactants needed to synthesize the given product. (1) The reactants are: [CH3:1][O:2][C:3]1[CH:11]=[CH:10][C:6]([C:7]([OH:9])=O)=[CH:5][N:4]=1.C1CCC(N=C=NC2CCCCC2)CC1.[CH3:27][C@@H:28]1[CH2:32][CH2:31][CH2:30][N:29]1[CH2:33][CH2:34][C:35]1[CH:40]=[CH:39][C:38]([C:41]2[CH:42]=[C:43]3[C:48](=[CH:49][CH:50]=2)[CH2:47][NH:46][CH2:45][CH2:44]3)=[CH:37][CH:36]=1.C(N(CC)CC)C. Given the product [CH3:1][O:2][C:3]1[N:4]=[CH:5][C:6]([C:7]([N:46]2[CH2:45][CH2:44][C:43]3[C:48](=[CH:49][CH:50]=[C:41]([C:38]4[CH:39]=[CH:40][C:35]([CH2:34][CH2:33][N:29]5[CH2:30][CH2:31][CH2:32][C@H:28]5[CH3:27])=[CH:36][CH:37]=4)[CH:42]=3)[CH2:47]2)=[O:9])=[CH:10][CH:11]=1, predict the reactants needed to synthesize it. (2) The reactants are: [C:1]1(C(N)=O)[C:13]2[NH:12][C:11]3[C:6](=[CH:7][CH:8]=[CH:9][CH:10]=3)[C:5]=2[CH:4]=[CH:3][N:2]=1.Br[CH2:18][CH2:19][CH2:20][CH2:21][CH3:22].[C:23]([O-:26])([O-])=O.[Cs+].[Cs+].[ClH:29]. Given the product [ClH:29].[CH2:18]([N:2]1[C@@H:3]([C:23]([N:2]2[CH2:3][CH2:4][CH2:5][CH2:13][CH2:1]2)=[O:26])[CH2:4][C:5]2[C:6]3[C:11](=[CH:10][CH:9]=[CH:8][CH:7]=3)[N:12]([CH2:8][CH2:7][CH2:6][CH2:11][CH3:10])[C:13]=2[CH2:1]1)[CH2:19][CH2:20][CH2:21][CH3:22], predict the reactants needed to synthesize it. (3) Given the product [Cl:1][C:2]1[CH:7]=[C:6]([Cl:8])[CH:5]=[CH:4][C:3]=1[C:9]1[CH:10]=[C:11]2[C:16]3=[C:17]([C@@H:19]4[CH2:24][N:23]([CH2:26][CH2:27][CH3:28])[CH2:22][CH2:21][C@@H:20]4[N:15]3[CH2:14][CH2:13][CH2:12]2)[CH:18]=1, predict the reactants needed to synthesize it. The reactants are: [Cl:1][C:2]1[CH:7]=[C:6]([Cl:8])[CH:5]=[CH:4][C:3]=1[C:9]1[CH:10]=[C:11]2[C:16]3=[C:17]([C@@H:19]4[CH2:24][NH:23][CH2:22][CH2:21][C@@H:20]4[N:15]3[CH2:14][CH2:13][CH2:12]2)[CH:18]=1.Br[CH2:26][CH2:27][CH3:28].N. (4) Given the product [O:19]1[CH2:20][CH2:21][CH2:22][CH2:23][CH:18]1[O:17][CH2:16][CH2:15][O:14][C:11]1[S:12][CH:13]=[C:9]([C:7]([NH2:8])=[NH:2])[N:10]=1, predict the reactants needed to synthesize it. The reactants are: [Cl-].[NH4+:2].OCCO[C:7]([C:9]1[N:10]=[C:11]([O:14][CH2:15][CH2:16][O:17][CH:18]2[CH2:23][CH2:22][CH2:21][CH2:20][O:19]2)[S:12][CH:13]=1)=[NH:8]. (5) Given the product [CH3:50][C:28]([OH:51])([CH3:27])[CH2:29][NH:30][C:31]1[N:36]=[C:35]([C:37]([F:39])([F:38])[F:40])[C:34]([C:41]2[CH:46]=[CH:45][N:44]=[C:43]([NH:10][C:11]3[CH:16]=[CH:15][N:14]=[CH:13][CH:12]=3)[N:42]=2)=[CH:33][N:32]=1, predict the reactants needed to synthesize it. The reactants are: OC(C)(C)CNC(N)=N.[NH2:10][C:11]1[CH:16]=[CH:15][N:14]=[CH:13][CH:12]=1.[Li+].C[Si]([N-][Si](C)(C)C)(C)C.[CH3:27][C:28]([OH:51])([CH3:50])[CH2:29][NH:30][C:31]1[N:36]=[C:35]([C:37]([F:40])([F:39])[F:38])[C:34]([C:41]2[CH:46]=[CH:45][N:44]=[C:43](S(C)=O)[N:42]=2)=[CH:33][N:32]=1.